Dataset: Catalyst prediction with 721,799 reactions and 888 catalyst types from USPTO. Task: Predict which catalyst facilitates the given reaction. (1) Reactant: [NH2:1][C:2]1[CH:9]=[CH:8][CH:7]=[C:6]([O:10][CH2:11][C:12]([NH2:15])([CH3:14])[CH3:13])[C:3]=1[C:4]#[N:5].C([O-])(O)=O.[Na+].[C:21](=O)([O:30]N1C(=O)CCC1=O)[O:22][CH2:23][C:24]1[CH:29]=[CH:28][CH:27]=[CH:26][CH:25]=1. Product: [NH2:1][C:2]1[C:3]([C:4]#[N:5])=[C:6]([CH:7]=[CH:8][CH:9]=1)[O:10][CH2:11][C:12]([NH:15][C:21](=[O:30])[O:22][CH2:23][C:24]1[CH:29]=[CH:28][CH:27]=[CH:26][CH:25]=1)([CH3:13])[CH3:14]. The catalyst class is: 20. (2) Reactant: [CH:1]([C:3]1[C:11]2[O:10][C:9]([C:12]([O-:14])=[O:13])=[CH:8][C:7]=2[C:6]([O:15][CH3:16])=[CH:5][CH:4]=1)=[O:2].C(=O)([O-])[O-].[Na+].[Na+]. Product: [CH:1]([C:3]1[C:11]2[O:10][C:9]([C:12]([OH:14])=[O:13])=[CH:8][C:7]=2[C:6]([O:15][CH3:16])=[CH:5][CH:4]=1)=[O:2]. The catalyst class is: 6. (3) Reactant: [C:1]([Si:5]([CH3:41])([CH3:40])[O:6][CH:7]([CH:19]([NH:27][C:28]([C:30]1[CH:39]=[N:38][C:37]2[C:32](=[CH:33][CH:34]=[CH:35][CH:36]=2)[N:31]=1)=[O:29])[CH2:20][C:21]1[CH:26]=[CH:25][CH:24]=[CH:23][CH:22]=1)[CH2:8][CH:9]([CH2:13][CH2:14][C:15]([F:18])([CH3:17])[CH3:16])[C:10](O)=[O:11])([CH3:4])([CH3:3])[CH3:2].[CH2:42]([CH2:44][NH2:45])[OH:43].ON1C2C=CC=CC=2N=N1.Cl.CN(C)CCCN=C=NCC.C(N(CC)CC)C. Product: [CH2:20]([CH:19]([NH:27][C:28]([C:30]1[CH:39]=[N:38][C:37]2[C:32](=[CH:33][CH:34]=[CH:35][CH:36]=2)[N:31]=1)=[O:29])[CH:7]([O:6][Si:5]([C:1]([CH3:4])([CH3:3])[CH3:2])([CH3:41])[CH3:40])[CH2:8][CH:9]([C:10](=[O:11])[NH:45][CH2:44][CH2:42][OH:43])[CH2:13][CH2:14][C:15]([F:18])([CH3:17])[CH3:16])[C:21]1[CH:26]=[CH:25][CH:24]=[CH:23][CH:22]=1. The catalyst class is: 124. (4) Reactant: [CH3:1]/[C:2](=[CH:6]\[CH2:7][CH2:8][CH2:9][CH2:10][CH2:11][CH2:12][CH2:13][CH2:14][CH3:15])/[C:3](O)=[O:4].C(Cl)[Cl:17]. Product: [CH3:1]/[C:2](=[CH:6]\[CH2:7][CH2:8][CH2:9][CH2:10][CH2:11][CH2:12][CH2:13][CH2:14][CH3:15])/[C:3]([Cl:17])=[O:4]. The catalyst class is: 9. (5) Reactant: CC1(C)[O:6][C@H:5]([CH2:7][N:8]2[CH:12]=[CH:11][C:10]([NH:13][C:14](=[O:37])[C@@H:15]([N:20]3[CH2:24][C:23]([O:25][C:26]4[CH:34]=[CH:33][CH:32]=[C:31]5[C:27]=4[CH:28]=[N:29][N:30]5[CH3:35])=[CH:22][C:21]3=[O:36])[CH2:16][CH:17]([CH3:19])[CH3:18])=[N:9]2)[CH2:4][O:3]1.Cl.C(OCC)(=O)C.[OH-].[Na+]. Product: [OH:6][C@@H:5]([CH2:4][OH:3])[CH2:7][N:8]1[CH:12]=[CH:11][C:10]([NH:13][C:14](=[O:37])[C@@H:15]([N:20]2[CH2:24][C:23]([O:25][C:26]3[CH:34]=[CH:33][CH:32]=[C:31]4[C:27]=3[CH:28]=[N:29][N:30]4[CH3:35])=[CH:22][C:21]2=[O:36])[CH2:16][CH:17]([CH3:19])[CH3:18])=[N:9]1. The catalyst class is: 30. (6) Reactant: [OH-].[Na+].[CH3:3][C:4]1[C:9]([CH:10]([CH2:15][CH2:16][CH3:17])[C:11]([O:13]C)=[O:12])=[C:8]([C:18]2[CH:23]=[CH:22][C:21]([CH3:24])=[CH:20][CH:19]=2)[N:7]=[C:6]([N:25]2[CH2:30][CH2:29][CH2:28][CH:27]([C:31]3[CH:36]=[CH:35][CH:34]=[CH:33][CH:32]=3)[CH2:26]2)[N:5]=1. Product: [CH3:3][C:4]1[C:9]([CH:10]([CH2:15][CH2:16][CH3:17])[C:11]([OH:13])=[O:12])=[C:8]([C:18]2[CH:23]=[CH:22][C:21]([CH3:24])=[CH:20][CH:19]=2)[N:7]=[C:6]([N:25]2[CH2:30][CH2:29][CH2:28][CH:27]([C:31]3[CH:32]=[CH:33][CH:34]=[CH:35][CH:36]=3)[CH2:26]2)[N:5]=1. The catalyst class is: 5. (7) Reactant: [O:1]1[CH:5]=[CH:4][CH:3]=[C:2]1[CH2:6][C:7]([OH:9])=[O:8].C(=O)([O-])[O-].[K+].[K+].C(=O)([O-])[O-].[Cs+].[Cs+].I[CH2:23][CH3:24]. Product: [O:1]1[CH:5]=[CH:4][CH:3]=[C:2]1[CH2:6][C:7]([O:9][CH2:23][CH3:24])=[O:8]. The catalyst class is: 35.